Task: Predict the reaction yield, written as a fraction of the theoretical maximum amount of product (1.0 means a 100% yield; for example, 0.34 means a 34% yield).. Dataset: Reaction yield outcomes from USPTO patents with 853,638 reactions (1) The reactants are [CH2:1]([C:8]1[N:16]2[C:11]([CH:12]=[N:13][C:14](S(C)=O)=[N:15]2)=[CH:10][CH:9]=1)[C:2]1[CH:7]=[CH:6][CH:5]=[CH:4][CH:3]=1.[CH3:20][N:21]1[CH2:26][CH2:25][N:24]([C:27]2[CH:32]=[CH:31][C:30]([NH2:33])=[CH:29][CH:28]=2)[CH2:23][CH2:22]1.C(N(CC)C(C)C)(C)C.COCC(O)C. No catalyst specified. The product is [CH2:1]([C:8]1[N:16]2[C:11]([CH:12]=[N:13][C:14]([NH:33][C:30]3[CH:29]=[CH:28][C:27]([N:24]4[CH2:23][CH2:22][N:21]([CH3:20])[CH2:26][CH2:25]4)=[CH:32][CH:31]=3)=[N:15]2)=[CH:10][CH:9]=1)[C:2]1[CH:7]=[CH:6][CH:5]=[CH:4][CH:3]=1. The yield is 0.420. (2) The reactants are [C:1]([O:5][C:6]([N:8]1[CH2:13][CH2:12][CH:11]([NH:14][C:15]2[C:20]([C:21](OCC)=[O:22])=[CH:19][N:18]=[C:17]3[S:26][C:27]([CH2:29][C:30]([F:33])([F:32])[F:31])=[CH:28][C:16]=23)[CH2:10][CH2:9]1)=[O:7])([CH3:4])([CH3:3])[CH3:2].FC(F)(F)C(O)=O.C(C1C=C2C(=CC=1)NC(C#N)=C2)=O.C(O[BH-](OC(=O)C)OC(=O)C)(=O)C.[Na+]. The catalyst is C(Cl)Cl.CCOC(C)=O. The yield is 0.0250. The product is [F:33][C:30]([F:31])([F:32])[CH2:29][C:27]1[S:26][C:17]2=[N:18][CH:19]=[C:20]([CH2:21][OH:22])[C:15]([NH:14][CH:11]3[CH2:12][CH2:13][N:8]([C:6]([O:5][C:1]([CH3:2])([CH3:3])[CH3:4])=[O:7])[CH2:9][CH2:10]3)=[C:16]2[CH:28]=1. (3) The reactants are [Br:1][C:2]1[CH:8]=[CH:7][C:6]([N+:9]([O-:11])=[O:10])=[CH:5][C:3]=1[NH2:4].[N:12]([O-])=O.[Na+].Cl[Sn]Cl.C([O-])(O)=O.[Na+]. The catalyst is Cl.O. The product is [Br:1][C:2]1[CH:8]=[CH:7][C:6]([N+:9]([O-:11])=[O:10])=[CH:5][C:3]=1[NH:4][NH2:12]. The yield is 0.510.